This data is from Catalyst prediction with 721,799 reactions and 888 catalyst types from USPTO. The task is: Predict which catalyst facilitates the given reaction. (1) Reactant: [F:1][C:2]1[CH:3]=[C:4]([CH:6]=[CH:7][C:8]=1[C:9]1[C:10]2[CH:17]=[C:16]([CH3:18])[NH:15][C:11]=2[N:12]=[CH:13][N:14]=1)[NH2:5].[F:19][CH:20]([F:32])[O:21][C:22]1[CH:27]=[CH:26][C:25]([S:28](Cl)(=[O:30])=[O:29])=[CH:24][CH:23]=1. Product: [F:32][CH:20]([F:19])[O:21][C:22]1[CH:23]=[CH:24][C:25]([S:28]([NH:5][C:4]2[CH:6]=[CH:7][C:8]([C:9]3[C:10]4[CH:17]=[C:16]([CH3:18])[NH:15][C:11]=4[N:12]=[CH:13][N:14]=3)=[C:2]([F:1])[CH:3]=2)(=[O:30])=[O:29])=[CH:26][CH:27]=1. The catalyst class is: 17. (2) Reactant: [CH2:1]([C:5]1[N:6]=[C:7]([CH3:27])[NH:8][C:9](=[O:26])[C:10]=1[CH2:11][C:12]1[CH:17]=[CH:16][C:15]([C:18]2[C:19]([C:24]#[N:25])=[CH:20][CH:21]=[CH:22][CH:23]=2)=[CH:14][CH:13]=1)[CH2:2][CH2:3][CH3:4].C(=O)([O-])[O-].[K+].[K+].Br[CH2:35][C:36]1[C:41]([F:42])=[CH:40][CH:39]=[CH:38][C:37]=1[F:43].CN(C)C=O. Product: [CH2:1]([C:5]1[N:6]=[C:7]([CH3:27])[N:8]([CH2:35][C:36]2[C:41]([F:42])=[CH:40][CH:39]=[CH:38][C:37]=2[F:43])[C:9](=[O:26])[C:10]=1[CH2:11][C:12]1[CH:17]=[CH:16][C:15]([C:18]2[C:19]([C:24]#[N:25])=[CH:20][CH:21]=[CH:22][CH:23]=2)=[CH:14][CH:13]=1)[CH2:2][CH2:3][CH3:4]. The catalyst class is: 13. (3) Reactant: C(OC([NH:8][C@@H:9]([CH2:74][CH:75]([CH3:77])[CH3:76])[C:10]([NH:12][CH2:13][CH2:14][C:15]([O:17][C@@H:18]([CH2:41][O:42][C:43]1[CH:48]=[CH:47][C:46]([C:49]2[C:54]([C:55]#[N:56])=[C:53]([S:57][CH2:58][C:59]3[N:60]=[C:61]([C:64]4[CH:69]=[CH:68][C:67]([Cl:70])=[CH:66][CH:65]=4)[O:62][CH:63]=3)[N:52]=[C:51]([NH2:71])[C:50]=2[C:72]#[N:73])=[CH:45][CH:44]=1)[CH2:19][O:20][C:21](=[O:40])[CH2:22][CH2:23][NH:24][C:25](=[O:39])[C@H:26]([CH2:35][CH:36]([CH3:38])[CH3:37])[NH:27]C(=O)OC(C)(C)C)=[O:16])=[O:11])=O)(C)(C)C.[F:78][C:79]([F:84])([F:83])[C:80]([OH:82])=[O:81]. Product: [F:78][C:79]([F:84])([F:83])[C:80]([OH:82])=[O:81].[F:78][C:79]([F:84])([F:83])[C:80]([OH:82])=[O:81].[NH2:27][C@@H:26]([CH2:35][CH:36]([CH3:38])[CH3:37])[C:25]([NH:24][CH2:23][CH2:22][C:21]([O:20][CH2:19][C@@H:18]([O:17][C:15](=[O:16])[CH2:14][CH2:13][NH:12][C:10](=[O:11])[C@@H:9]([NH2:8])[CH2:74][CH:75]([CH3:77])[CH3:76])[CH2:41][O:42][C:43]1[CH:48]=[CH:47][C:46]([C:49]2[C:54]([C:55]#[N:56])=[C:53]([S:57][CH2:58][C:59]3[N:60]=[C:61]([C:64]4[CH:65]=[CH:66][C:67]([Cl:70])=[CH:68][CH:69]=4)[O:62][CH:63]=3)[N:52]=[C:51]([NH2:71])[C:50]=2[C:72]#[N:73])=[CH:45][CH:44]=1)=[O:40])=[O:39]. The catalyst class is: 4. (4) Reactant: [OH:1]O.[CH3:3][C:4]1[CH:14]=[C:13]([O:15][CH2:16]/[CH:17]=[C:18](/[C:34]2[CH:39]=[CH:38][C:37]([S:40][CH3:41])=[CH:36][CH:35]=2)\[C:19]2[CH:24]=[CH:23][C:22]([C:25]#[C:26][CH2:27][N:28]3[CH2:33][CH2:32][O:31][CH2:30][CH2:29]3)=[CH:21][CH:20]=2)[CH:12]=[CH:11][C:5]=1[O:6][CH2:7][C:8]([OH:10])=[O:9]. Product: [CH3:3][C:4]1[CH:14]=[C:13]([O:15][CH2:16]/[CH:17]=[C:18](/[C:34]2[CH:35]=[CH:36][C:37]([S:40]([CH3:41])=[O:1])=[CH:38][CH:39]=2)\[C:19]2[CH:24]=[CH:23][C:22]([C:25]#[C:26][CH2:27][N:28]3[CH2:33][CH2:32][O:31][CH2:30][CH2:29]3)=[CH:21][CH:20]=2)[CH:12]=[CH:11][C:5]=1[O:6][CH2:7][C:8]([OH:10])=[O:9]. The catalyst class is: 86. (5) Reactant: Br[C:2]1[N:7]=[CH:6][C:5]([NH:8][C:9]([C:11]2[CH:12]=[N:13][N:14]([C:17]3[CH:22]=[CH:21][C:20]([C:23]([F:26])([F:25])[F:24])=[CH:19][N:18]=3)[C:15]=2[CH3:16])=[O:10])=[CH:4][CH:3]=1.C(=O)([O-])[O-].[Cs+].[Cs+].[C:33]([O:37][C:38]([N:40]1[CH2:45][CH:44]=[C:43](B2OC(C)(C)C(C)(C)O2)[CH2:42][CH2:41]1)=[O:39])([CH3:36])([CH3:35])[CH3:34].O1CCOCC1. Product: [C:33]([O:37][C:38]([N:40]1[CH2:41][CH:42]=[C:43]([C:2]2[N:7]=[CH:6][C:5]([NH:8][C:9]([C:11]3[CH:12]=[N:13][N:14]([C:17]4[CH:22]=[CH:21][C:20]([C:23]([F:26])([F:25])[F:24])=[CH:19][N:18]=4)[C:15]=3[CH3:16])=[O:10])=[CH:4][CH:3]=2)[CH2:44][CH2:45]1)=[O:39])([CH3:36])([CH3:34])[CH3:35]. The catalyst class is: 6. (6) Reactant: Cl[C:2]1[N:7]=[C:6]2[N:8]([CH2:11][C:12]3[CH:13]=[C:14]4[C:19](=[CH:20][CH:21]=3)[N:18]=[CH:17][CH:16]=[CH:15]4)[N:9]=[N:10][C:5]2=[CH:4][CH:3]=1.[CH2:22]([O:24]C([Sn](CCCC)(CCCC)CCCC)=C)[CH3:23].C1(P(C2C=CC=CC=2)C2C=CC=CC=2)C=CC=CC=1. Product: [N:18]1[C:19]2[C:14](=[CH:13][C:12]([CH2:11][N:8]3[C:6]4=[N:7][C:2]([C:22](=[O:24])[CH3:23])=[CH:3][CH:4]=[C:5]4[N:10]=[N:9]3)=[CH:21][CH:20]=2)[CH:15]=[CH:16][CH:17]=1. The catalyst class is: 787. (7) Reactant: [C:1]([C:4]1[CH:5]=[C:6]([CH:11]=[CH:12][C:13]=1[CH3:14])[C:7]([O:9][CH3:10])=[O:8])(=[NH:3])[NH2:2].Br[CH:16]1[C:21](=O)[CH2:20][CH2:19][O:18][CH2:17]1.C(=O)([O-])[O-].[K+].[K+]. Product: [CH3:14][C:13]1[CH:12]=[CH:11][C:6]([C:7]([O:9][CH3:10])=[O:8])=[CH:5][C:4]=1[C:1]1[NH:2][C:16]2[CH2:17][O:18][CH2:19][CH2:20][C:21]=2[N:3]=1. The catalyst class is: 23. (8) Reactant: [Cl:1][C:2]1[CH:3]=[C:4]([N:14]([CH2:21][C:22]2[CH:27]=[CH:26][C:25]([O:28][CH3:29])=[CH:24][CH:23]=2)[C:15]2[CH:20]=[CH:19][CH:18]=[CH:17][CH:16]=2)[C:5]2[N:6]([C:8]([C:11](O)=[O:12])=[CH:9][N:10]=2)[N:7]=1.[CH3:30][C:31]1[CH:36]=[C:35]([NH2:37])[CH:34]=[CH:33][N:32]=1. Product: [Cl:1][C:2]1[CH:3]=[C:4]([N:14]([CH2:21][C:22]2[CH:27]=[CH:26][C:25]([O:28][CH3:29])=[CH:24][CH:23]=2)[C:15]2[CH:20]=[CH:19][CH:18]=[CH:17][CH:16]=2)[C:5]2[N:6]([C:8]([C:11]([NH:37][C:35]3[CH:34]=[CH:33][N:32]=[C:31]([CH3:30])[CH:36]=3)=[O:12])=[CH:9][N:10]=2)[N:7]=1. The catalyst class is: 820.